Dataset: Full USPTO retrosynthesis dataset with 1.9M reactions from patents (1976-2016). Task: Predict the reactants needed to synthesize the given product. (1) Given the product [C:18]([C:16]1[CH:15]=[C:11]([CH:10]=[C:9]([N:6]2[CH2:5][CH2:4][CH:3]([NH:2][C:28]([C:22]3[NH:23][C:24]([CH3:27])=[C:25]([Cl:26])[C:21]=3[Cl:20])=[O:29])[CH2:8][CH2:7]2)[N:17]=1)[C:12]([NH2:14])=[O:13])#[N:19], predict the reactants needed to synthesize it. The reactants are: Cl.[NH2:2][CH:3]1[CH2:8][CH2:7][N:6]([C:9]2[CH:10]=[C:11]([CH:15]=[C:16]([C:18]#[N:19])[N:17]=2)[C:12]([NH2:14])=[O:13])[CH2:5][CH2:4]1.[Cl:20][C:21]1[C:25]([Cl:26])=[C:24]([CH3:27])[NH:23][C:22]=1[C:28](NC1CCN(C2C=C(SCC(NC)=O)C=C(Cl)N=2)CC1)=[O:29]. (2) Given the product [F:16][C:17]1[C:22]([C:8]2[N:13]=[C:12]([CH3:14])[N:11]=[C:10]([NH2:15])[N:9]=2)=[CH:21][CH:20]=[CH:19][N:18]=1, predict the reactants needed to synthesize it. The reactants are: O1CCOCC1.Cl[C:8]1[N:13]=[C:12]([CH3:14])[N:11]=[C:10]([NH2:15])[N:9]=1.[F:16][C:17]1[C:22](B(O)O)=[CH:21][CH:20]=[CH:19][N:18]=1.C([O-])(=O)C.[K+]. (3) Given the product [NH:26]([C:14]1[N:13]=[C:12]([C:20]2[CH:25]=[CH:24][CH:23]=[CH:22][CH:21]=2)[C:11]([C:6]2[CH:7]=[CH:8][C:9](=[O:10])[N:4]([CH:1]([CH3:3])[CH3:2])[N:5]=2)=[CH:16][N:15]=1)[C:27]1[CH:32]=[CH:31][CH:30]=[CH:29][CH:28]=1, predict the reactants needed to synthesize it. The reactants are: [CH:1]([N:4]1[C:9](=[O:10])[CH:8]=[CH:7][C:6]([C:11]2[C:12]([C:20]3[CH:25]=[CH:24][CH:23]=[CH:22][CH:21]=3)=[N:13][C:14](S(C)=O)=[N:15][CH:16]=2)=[N:5]1)([CH3:3])[CH3:2].[NH2:26][C:27]1[CH:32]=[CH:31][CH:30]=[CH:29][CH:28]=1. (4) Given the product [NH2:21][CH2:20][C:18]1[S:19][C:15]([C:12]2[CH:13]=[CH:14][C:9]([C@@H:7]([OH:8])[C@H:6]([NH:5][C:3](=[O:4])[CH:2]([Cl:1])[Cl:31])[CH2:29][F:30])=[CH:10][CH:11]=2)=[N:16][N:17]=1, predict the reactants needed to synthesize it. The reactants are: [Cl:1][CH:2]([Cl:31])[C:3]([NH:5][C@H:6]([CH2:29][F:30])[C@@H:7]([C:9]1[CH:14]=[CH:13][C:12]([C:15]2[S:19][C:18]([CH2:20][NH:21]C(=O)OC(C)(C)C)=[N:17][N:16]=2)=[CH:11][CH:10]=1)[OH:8])=[O:4].FC(F)(F)C(O)=O. (5) Given the product [F:1][C:2]1[CH:19]=[CH:18][C:17]([F:20])=[CH:16][C:3]=1[CH2:4][N:5]1[CH2:10][CH2:9][NH:8][C:7]2[N:11]=[CH:12][C:13]([C:31]3[CH:30]=[N:29][C:28]([N:25]4[CH2:24][CH2:23][N:22]([CH3:21])[CH2:27][CH2:26]4)=[CH:33][CH:32]=3)=[CH:14][C:6]1=2, predict the reactants needed to synthesize it. The reactants are: [F:1][C:2]1[CH:19]=[CH:18][C:17]([F:20])=[CH:16][C:3]=1[CH2:4][N:5]1[CH2:10][CH2:9][NH:8][C:7]2[N:11]=[CH:12][C:13](I)=[CH:14][C:6]1=2.[CH3:21][N:22]1[CH2:27][CH2:26][N:25]([C:28]2[CH:33]=[CH:32][C:31](B3OC(C)(C)C(C)(C)O3)=[CH:30][N:29]=2)[CH2:24][CH2:23]1. (6) Given the product [CH3:40][C:3]1[N:2]([CH3:1])[C:7](=[O:8])[C:6]2[C:9]([C:30]3[CH:31]=[CH:32][CH:33]=[CH:34][CH:35]=3)=[C:10]([C:12]3[CH:17]=[CH:16][C:15]([C:18]4([NH:22][C:23](=[O:29])[O:24][C:25]([CH3:26])([CH3:28])[CH3:27])[CH2:21][CH2:20][CH2:19]4)=[CH:14][CH:13]=3)[O:11][C:5]=2[N:4]=1, predict the reactants needed to synthesize it. The reactants are: [CH3:1][N:2]1[C:7](=[O:8])[C:6]2[C:9]([C:30]3[CH:35]=[CH:34][CH:33]=[CH:32][CH:31]=3)=[C:10]([C:12]3[CH:17]=[CH:16][C:15]([C:18]4([NH:22][C:23](=[O:29])[O:24][C:25]([CH3:28])([CH3:27])[CH3:26])[CH2:21][CH2:20][CH2:19]4)=[CH:14][CH:13]=3)[O:11][C:5]=2[N:4]=[C:3]1S(C)(=O)=O.[CH3:40][Mg]Cl. (7) Given the product [F:9][C:10]1[CH:15]=[CH:14][C:13]([CH:16]([NH:18][C:2]2[N:7]=[C:6]([NH:18][CH:16]([C:13]3[CH:14]=[CH:15][C:10]([F:9])=[CH:11][CH:12]=3)[CH3:17])[CH:5]=[CH:4][N:3]=2)[CH3:17])=[CH:12][CH:11]=1.[ClH:1], predict the reactants needed to synthesize it. The reactants are: [Cl:1][C:2]1[N:7]=[C:6](Cl)[CH:5]=[CH:4][N:3]=1.[F:9][C:10]1[CH:15]=[CH:14][C:13]([CH:16]([NH2:18])[CH3:17])=[CH:12][CH:11]=1.